The task is: Predict the reactants needed to synthesize the given product.. This data is from Full USPTO retrosynthesis dataset with 1.9M reactions from patents (1976-2016). (1) Given the product [C:1]([O:5][C:6]([N:8]1[C@H:13]([C:14](=[O:16])[NH:17][C@@H:18]([C:21]2[CH:26]=[CH:25][CH:24]=[C:23]([Cl:27])[C:22]=2[F:28])[CH2:19][OH:20])[CH2:12][C@@H:11]2[C@H:9]1[CH2:10]2)=[O:7])([CH3:2])([CH3:3])[CH3:4], predict the reactants needed to synthesize it. The reactants are: [C:1]([O:5][C:6]([N:8]1[C@H:13]([C:14]([OH:16])=O)[CH2:12][C@@H:11]2[C@H:9]1[CH2:10]2)=[O:7])([CH3:4])([CH3:3])[CH3:2].[NH2:17][C@@H:18]([C:21]1[CH:26]=[CH:25][CH:24]=[C:23]([Cl:27])[C:22]=1[F:28])[CH2:19][OH:20].CN(C(ON1N=NC2C=CC=CC1=2)=[N+](C)C)C.F[P-](F)(F)(F)(F)F.O. (2) Given the product [CH3:18][O:17][C:13]1[CH:12]=[C:11]([CH:16]=[CH:15][CH:14]=1)[O:10][CH2:9][CH2:8][CH2:7][CH2:6][CH2:5][CH2:4][CH2:3][CH2:2][N:23]1[C:22](=[O:24])[C:21]2=[CH:25][CH:26]=[CH:27][CH:28]=[C:20]2[C:19]1=[O:29], predict the reactants needed to synthesize it. The reactants are: I[CH2:2][CH2:3][CH2:4][CH2:5][CH2:6][CH2:7][CH2:8][CH2:9][O:10][C:11]1[CH:16]=[CH:15][CH:14]=[C:13]([O:17][CH3:18])[CH:12]=1.[C:19]1(=[O:29])[NH:23][C:22](=[O:24])[C:21]2=[CH:25][CH:26]=[CH:27][CH:28]=[C:20]12.[K].C(OCCCCCCCCN1C(=O)C2=CC=CC=C2C1=O)CCCCC.